From a dataset of Forward reaction prediction with 1.9M reactions from USPTO patents (1976-2016). Predict the product of the given reaction. (1) Given the reactants [OH:1][C:2]1[CH:7]=[CH:6][C:5]([C:8]2[C:9](=[O:23])[C:10]([CH3:22])([CH3:21])[O:11][C:12]=2[C:13]2[CH:18]=[CH:17][C:16]([O:19][CH3:20])=[CH:15][CH:14]=2)=[CH:4][CH:3]=1.C(=O)([O-])[O-].[Cs+].[Cs+].CN(C=O)C.Cl[CH2:36][C:37]1[N:38]=[C:39]2[CH:44]=[CH:43][CH:42]=[CH:41][N:40]2[CH:45]=1, predict the reaction product. The product is: [N:38]1[C:37]([CH2:36][O:1][C:2]2[CH:3]=[CH:4][C:5]([C:8]3[C:9](=[O:23])[C:10]([CH3:21])([CH3:22])[O:11][C:12]=3[C:13]3[CH:18]=[CH:17][C:16]([O:19][CH3:20])=[CH:15][CH:14]=3)=[CH:6][CH:7]=2)=[CH:45][N:40]2[CH:41]=[CH:42][CH:43]=[CH:44][C:39]=12. (2) Given the reactants [CH:1]1([CH2:7][C@H:8]([NH:19][C:20]([N:22]2[CH2:27][CH2:26][CH2:25][C@@H:24]([C@H:28]([C:37]3[CH:42]=[CH:41][CH:40]=[C:39]([F:43])[CH:38]=3)[O:29][CH2:30][CH2:31][NH:32][C:33](=[O:36])[O:34][CH3:35])[CH2:23]2)=[O:21])[CH2:9][N:10](C)[C:11](OC(C)(C)C)=O)[CH2:6][CH2:5][CH2:4][CH2:3][CH2:2]1.C(O)(C(F)(F)F)=O, predict the reaction product. The product is: [CH:1]1([CH2:7][C@H:8]([NH:19][C:20]([N:22]2[CH2:27][CH2:26][CH2:25][C@@H:24]([C@H:28]([C:37]3[CH:42]=[CH:41][CH:40]=[C:39]([F:43])[CH:38]=3)[O:29][CH2:30][CH2:31][NH:32][C:33](=[O:36])[O:34][CH3:35])[CH2:23]2)=[O:21])[CH2:9][NH:10][CH3:11])[CH2:6][CH2:5][CH2:4][CH2:3][CH2:2]1. (3) Given the reactants [Br:1][C:2]1[C:3]2[CH:4]=[C:5]3[CH:14]([CH2:15][C:16]([O:18]C)=[O:17])[CH2:13][CH2:12][N:6]3[C:7]=2[CH:8]=[C:9]([F:11])[CH:10]=1.[N:20]1[C:29]2[C:24](=[CH:25][CH:26]=[CH:27][CH:28]=2)[CH:23]=[CH:22][C:21]=1[C:30](Cl)=[O:31], predict the reaction product. The product is: [Br:1][C:2]1[C:3]2[C:4]([C:30]([C:21]3[CH:22]=[CH:23][C:24]4[C:29](=[CH:28][CH:27]=[CH:26][CH:25]=4)[N:20]=3)=[O:31])=[C:5]3[CH:14]([CH2:15][C:16]([OH:18])=[O:17])[CH2:13][CH2:12][N:6]3[C:7]=2[CH:8]=[C:9]([F:11])[CH:10]=1. (4) Given the reactants Cl[C:2]1[C:11]2[C:6](=[C:7]([Br:12])[CH:8]=[CH:9][CH:10]=2)[CH:5]=[CH:4][N:3]=1.[N:13]1[CH:18]=[C:17]([C:19]2[CH:20]=[C:21]([NH2:25])[CH:22]=[CH:23][CH:24]=2)[CH:16]=[N:15][CH:14]=1.C(=O)([O-])[O-].[K+].[K+], predict the reaction product. The product is: [Br:12][C:7]1[CH:8]=[CH:9][CH:10]=[C:11]2[C:6]=1[CH:5]=[CH:4][N:3]=[C:2]2[NH:25][C:21]1[CH:22]=[CH:23][CH:24]=[C:19]([C:17]2[CH:16]=[N:15][CH:14]=[N:13][CH:18]=2)[CH:20]=1.